This data is from Forward reaction prediction with 1.9M reactions from USPTO patents (1976-2016). The task is: Predict the product of the given reaction. (1) The product is: [CH:14]1([C@H:19]([NH:23][C:24]([O:26][C:27]([CH3:30])([CH3:29])[CH3:28])=[O:25])[C:20]([OH:22])=[O:21])[CH2:18][CH2:17][CH2:16][CH2:15]1. Given the reactants C1(NC2CCCCC2)CCCCC1.[CH:14]1([C@H:19]([NH:23][C:24]([O:26][C:27]([CH3:30])([CH3:29])[CH3:28])=[O:25])[C:20]([OH:22])=[O:21])[CH2:18][CH2:17][CH2:16][CH2:15]1, predict the reaction product. (2) The product is: [NH2:18][C:10]1[C:11]2[CH:16]=[C:15]([CH:17]=[O:20])[S:14][C:12]=2[N:13]=[C:8]([C:6]2[O:7][C:3]([CH:2]([F:1])[F:19])=[CH:4][CH:5]=2)[N:9]=1. Given the reactants [F:1][CH:2]([F:19])[C:3]1[O:7][C:6]([C:8]2[N:9]=[C:10]([NH2:18])[C:11]3[CH:16]=[C:15]([CH3:17])[S:14][C:12]=3[N:13]=2)=[CH:5][CH:4]=1.[O:20]1CCOCC1, predict the reaction product.